Dataset: Peptide-MHC class I binding affinity with 185,985 pairs from IEDB/IMGT. Task: Regression. Given a peptide amino acid sequence and an MHC pseudo amino acid sequence, predict their binding affinity value. This is MHC class I binding data. (1) The peptide sequence is KYTHFFSGF. The MHC is HLA-A02:01 with pseudo-sequence HLA-A02:01. The binding affinity (normalized) is 0.0847. (2) The peptide sequence is SVIWMMWYW. The MHC is HLA-A02:01 with pseudo-sequence HLA-A02:01. The binding affinity (normalized) is 0. (3) The peptide sequence is VALWNDGTV. The MHC is HLA-B27:05 with pseudo-sequence HLA-B27:05. The binding affinity (normalized) is 0.0847. (4) The peptide sequence is GEDDDMLPW. The MHC is HLA-B35:01 with pseudo-sequence HLA-B35:01. The binding affinity (normalized) is 0.0847. (5) The peptide sequence is ALLALTRAI. The MHC is HLA-A02:01 with pseudo-sequence HLA-A02:01. The binding affinity (normalized) is 0.442. (6) The peptide sequence is GIVQQQQQL. The MHC is HLA-A02:06 with pseudo-sequence HLA-A02:06. The binding affinity (normalized) is 0.0497. (7) The peptide sequence is ERYPGGVSL. The MHC is HLA-B15:17 with pseudo-sequence HLA-B15:17. The binding affinity (normalized) is 0.0847. (8) The peptide sequence is MLNRYKLIY. The MHC is HLA-A26:01 with pseudo-sequence HLA-A26:01. The binding affinity (normalized) is 0.213. (9) The peptide sequence is YPLTFGWCY. The MHC is HLA-B44:02 with pseudo-sequence HLA-B44:02. The binding affinity (normalized) is 0.